Dataset: Reaction yield outcomes from USPTO patents with 853,638 reactions. Task: Predict the reaction yield, written as a fraction of the theoretical maximum amount of product (1.0 means a 100% yield; for example, 0.34 means a 34% yield). (1) The reactants are [Cl:1][C:2](Cl)(Cl)[C:3](=N)[O:4][C@H:5]1[O:22][C@H:21]([CH2:23][O:24][C:25](=[O:27])[CH3:26])[C@@H:16]([O:17][C:18](=[O:20])[CH3:19])[C@H:11]([O:12][C:13](=[O:15])[CH3:14])[C@@H:6]1[O:7][C:8](=[O:10])[CH3:9].ClC1[CH:37]=[C:36]([I:38])[CH:35]=[C:34]([Cl:39])C=1O.[Si](OS(C(F)(F)F)(=O)=O)(C)(C)C. The catalyst is C(Cl)Cl. The product is [C:8]([O:7][C@H:6]1[C@@H:11]([O:12][C:13](=[O:15])[CH3:14])[C@H:16]([O:17][C:18](=[O:20])[CH3:19])[C@@H:21]([CH2:23][O:24][C:25](=[O:27])[CH3:26])[O:22][C@@H:5]1[O:4][C:3]1[C:34]([Cl:39])=[CH:35][C:36]([I:38])=[CH:37][C:2]=1[Cl:1])(=[O:10])[CH3:9]. The yield is 0.370. (2) The reactants are [CH3:1][O:2][C:3](=[O:14])[C:4]1[CH:9]=[CH:8][CH:7]=[C:6]([N+:10]([O-:12])=[O:11])[C:5]=1[NH2:13].[Br:15]Br. The catalyst is C(O)(=O)C. The product is [CH3:1][O:2][C:3](=[O:14])[C:4]1[CH:9]=[C:8]([Br:15])[CH:7]=[C:6]([N+:10]([O-:12])=[O:11])[C:5]=1[NH2:13]. The yield is 0.820. (3) The reactants are [NH2:1][C:2]1[CH:20]=[CH:19][C:5]([O:6][C:7]2[C:16]3[N:15]=[C:14]([CH3:17])[C:13](=[O:18])[NH:12][C:11]=3[N:10]=[CH:9][CH:8]=2)=[CH:4][C:3]=1[S:21][CH3:22].[C:23]([C:27]1[CH:31]=[C:30]([N:32]=[C:33]=[O:34])[N:29]([C:35]2[CH:36]=[CH:37][C:38]([O:41][CH3:42])=[N:39][CH:40]=2)[N:28]=1)([CH3:26])([CH3:25])[CH3:24]. No catalyst specified. The product is [C:23]([C:27]1[CH:31]=[C:30]([NH:32][C:33]([NH:1][C:2]2[CH:20]=[CH:19][C:5]([O:6][C:7]3[C:16]4[N:15]=[C:14]([CH3:17])[C:13](=[O:18])[NH:12][C:11]=4[N:10]=[CH:9][CH:8]=3)=[CH:4][C:3]=2[S:21][CH3:22])=[O:34])[N:29]([C:35]2[CH:40]=[N:39][C:38]([O:41][CH3:42])=[CH:37][CH:36]=2)[N:28]=1)([CH3:26])([CH3:24])[CH3:25]. The yield is 0.350. (4) The reactants are C(Cl)(=O)C(Cl)=O.CS(C)=O.[F:11][C:12]([F:26])([F:25])[CH:13]([OH:24])[CH2:14][C:15]([CH3:23])([C:17]1[CH:22]=[CH:21][CH:20]=[CH:19][N:18]=1)[CH3:16].C(N(CC)CC)C. The catalyst is ClCCl. The product is [F:26][C:12]([F:11])([F:25])[C:13](=[O:24])[CH2:14][C:15]([CH3:16])([C:17]1[CH:22]=[CH:21][CH:20]=[CH:19][N:18]=1)[CH3:23]. The yield is 0.860. (5) The reactants are Br.[N:2]1([C:8]2[CH:9]=[CH:10][C:11]3[C:12]4[N:13]([CH2:19][CH2:20][N:21]=4)[C:14]([NH2:18])=[N:15][C:16]=3[CH:17]=2)[CH2:7][CH2:6][O:5][CH2:4][CH2:3]1.[C:22]([NH:25][C:26]1[CH:34]=[CH:33][C:29]([C:30](O)=[O:31])=[CH:28][N:27]=1)(=[O:24])[CH3:23].C(N(CC)C(C)C)(C)C.C([O-])(O)=O.[Na+]. The catalyst is CN(C)C=O. The product is [C:22]([NH:25][C:26]1[CH:34]=[CH:33][C:29]([C:30]([NH:18][C:14]2[N:13]3[CH2:19][CH2:20][N:21]=[C:12]3[C:11]3[CH:10]=[CH:9][C:8]([N:2]4[CH2:7][CH2:6][O:5][CH2:4][CH2:3]4)=[CH:17][C:16]=3[N:15]=2)=[O:31])=[CH:28][N:27]=1)(=[O:24])[CH3:23]. The yield is 0.316. (6) The reactants are [CH2:1]([N:4]1[C:12]2[C:7](=[CH:8][CH:9]=[CH:10][CH:11]=2)[C:6](=[O:13])[C:5]1=[O:14])[CH:2]=[CH2:3].[N:15]1[CH:20]=CC=C[CH:16]=1.[C:21]([OH:27])(=O)[CH2:22]C(O)=O.C(=O)=O.C(N(CC)CC)C.CN(C)C(Cl)=O. No catalyst specified. The product is [CH2:1]([N:4]1[C:12]2[C:7](=[CH:8][CH:9]=[CH:10][CH:11]=2)[C:6]([CH2:22][C:21]([N:15]([CH3:20])[CH3:16])=[O:27])([OH:13])[C:5]1=[O:14])[CH:2]=[CH2:3]. The yield is 0.820. (7) The reactants are [CH:1]1([NH:4][C:5]2[N:10]=[C:9]([C:11]3[CH:12]=[C:13]4[C:17](=[CH:18][CH:19]=3)[N:16](C3CCCCO3)[N:15]=[C:14]4[C:26]3[N:31]=[C:30]([O:32][C@@H:33]4[CH2:38][CH2:37][CH2:36][N:35](C(OC(C)(C)C)=O)[CH2:34]4)[CH:29]=[N:28][CH:27]=3)[CH:8]=[CH:7][N:6]=2)[CH2:3][CH2:2]1.Cl. No catalyst specified. The product is [CH:1]1([NH:4][C:5]2[N:10]=[C:9]([C:11]3[CH:12]=[C:13]4[C:17](=[CH:18][CH:19]=3)[NH:16][N:15]=[C:14]4[C:26]3[CH:27]=[N:28][CH:29]=[C:30]([O:32][C@@H:33]4[CH2:38][CH2:37][CH2:36][NH:35][CH2:34]4)[N:31]=3)[CH:8]=[CH:7][N:6]=2)[CH2:2][CH2:3]1. The yield is 0.920. (8) The reactants are Br[C:2]1[CH:3]=[C:4]2[C:12](=[CH:13][CH:14]=1)[N:11]([C:15]1[CH:32]=[CH:31][C:30]3[C:29]4[C:24](=[CH:25][CH:26]=[CH:27][CH:28]=4)[C:23]4[C:18](=[CH:19][CH:20]=[CH:21][CH:22]=4)[C:17]=3[CH:16]=1)[C:10]1[CH:9]=[C:8]3[C:33]([CH3:41])([CH3:40])[C:34]4[C:39]([C:7]3=[CH:6][C:5]2=1)=[CH:38][CH:37]=[CH:36][CH:35]=4.[CH:42]1[C:54]2[NH:53][C:52]3[C:47](=[CH:48][CH:49]=[CH:50][CH:51]=3)[C:46]=2[CH:45]=[CH:44][CH:43]=1.C(P(C(C)(C)C)C(C)(C)C)(C)(C)C. The catalyst is CC1C=CC(C)=CC=1.CC([O-])=O.CC([O-])=O.[Pd+2]. The product is [CH:51]1[C:52]2[N:53]([C:2]3[CH:3]=[C:4]4[C:12](=[CH:13][CH:14]=3)[N:11]([C:15]3[CH:32]=[CH:31][C:30]5[C:29]6[C:24](=[CH:25][CH:26]=[CH:27][CH:28]=6)[C:23]6[C:18](=[CH:19][CH:20]=[CH:21][CH:22]=6)[C:17]=5[CH:16]=3)[C:10]3[CH:9]=[C:8]5[C:33]([CH3:40])([CH3:41])[C:34]6[C:39]([C:7]5=[CH:6][C:5]4=3)=[CH:38][CH:37]=[CH:36][CH:35]=6)[C:54]3[C:46](=[CH:45][CH:44]=[CH:43][CH:42]=3)[C:47]=2[CH:48]=[CH:49][CH:50]=1. The yield is 0.820.